From a dataset of Reaction yield outcomes from USPTO patents with 853,638 reactions. Predict the reaction yield, written as a fraction of the theoretical maximum amount of product (1.0 means a 100% yield; for example, 0.34 means a 34% yield). (1) The reactants are [Cl:1][C:2]1[C:3]([C:10]([CH3:14])([CH3:13])[C:11]#[N:12])=[N:4][CH:5]=[C:6]([CH:8]=O)[CH:7]=1.[C:15]([CH:20]=P(C1C=CC=CC=1)(C1C=CC=CC=1)C1C=CC=CC=1)([O:17][CH2:18][CH3:19])=[O:16]. The catalyst is C1COCC1. The product is [CH2:18]([O:17][C:15](=[O:16])[CH:20]=[CH:8][C:6]1[CH:5]=[N:4][C:3]([C:10]([C:11]#[N:12])([CH3:14])[CH3:13])=[C:2]([Cl:1])[CH:7]=1)[CH3:19]. The yield is 0.960. (2) The reactants are [OH:1][C@H:2]([CH2:6][CH2:7][S:8]([C:11]1[CH:20]=[CH:19][C:18]2[C:13](=[CH:14][CH:15]=[CH:16][CH:17]=2)[CH:12]=1)(=[O:10])=[O:9])[C:3]([OH:5])=O.[N:21]1([CH2:27][C:28]2[CH:29]=[C:30]3[C:35](=[CH:36][CH:37]=2)[C@H:34]([NH2:38])[CH2:33][CH2:32][CH2:31]3)[CH2:26][CH2:25][CH2:24][CH2:23][CH2:22]1.C1C=CC2N(O)N=NC=2C=1.CCN=C=NCCCN(C)C. The catalyst is CN(C=O)C.C(OCC)(=O)C. The product is [OH:1][C@H:2]([CH2:6][CH2:7][S:8]([C:11]1[CH:20]=[CH:19][C:18]2[C:13](=[CH:14][CH:15]=[CH:16][CH:17]=2)[CH:12]=1)(=[O:10])=[O:9])[C:3]([NH:38][C@H:34]1[C:35]2[C:30](=[CH:29][C:28]([CH2:27][N:21]3[CH2:26][CH2:25][CH2:24][CH2:23][CH2:22]3)=[CH:37][CH:36]=2)[CH2:31][CH2:32][CH2:33]1)=[O:5]. The yield is 0.670.